This data is from Full USPTO retrosynthesis dataset with 1.9M reactions from patents (1976-2016). The task is: Predict the reactants needed to synthesize the given product. (1) Given the product [F:1][C:2]1[CH:7]=[C:6]([F:8])[CH:5]=[CH:4][C:3]=1[C:9]1[C:17]2[C:12](=[CH:13][C:14]([O:18][CH2:19][CH2:20][CH2:21][N:22]3[CH2:27][CH2:26][N:25]([S:28]([CH3:31])(=[O:29])=[O:30])[CH2:24][CH2:23]3)=[CH:15][CH:16]=2)[C:11](=[O:32])[C:10]=1[C:71]1[CH:72]=[N:73][C:68]([O:67][CH3:66])=[CH:69][CH:70]=1, predict the reactants needed to synthesize it. The reactants are: [F:1][C:2]1[CH:7]=[C:6]([F:8])[CH:5]=[CH:4][C:3]=1[C:9]1[C:17]2[C:12](=[CH:13][C:14]([O:18][CH2:19][CH2:20][CH2:21][N:22]3[CH2:27][CH2:26][N:25]([S:28]([CH3:31])(=[O:30])=[O:29])[CH2:24][CH2:23]3)=[CH:15][CH:16]=2)[C:11](=[O:32])[C:10]=1C1C=CC(C)=CC=1.O1CCN(CCOC2C=C3C(C(C4C=CC=CC=4)=C(Br)C3=O)=CC=2)CC1.[CH3:66][O:67][C:68]1[N:73]=[CH:72][C:71](B(O)O)=[CH:70][CH:69]=1. (2) Given the product [Cl:12][C:13]1[C:22]2[C:17](=[CH:18][CH:19]=[C:20]([C:23]([C:25]3[N:29]([CH3:30])[C:28]([CH3:31])=[N:27][CH:26]=3)([C:11]3[N:7]([CH3:6])[N:8]=[N:9][CH:10]=3)[OH:24])[CH:21]=2)[N:16]=[C:15]([O:32][CH3:33])[C:14]=1[CH2:34][C:35]1[CH:36]=[N:37][C:38]([C:41]([F:42])([F:43])[F:44])=[CH:39][CH:40]=1, predict the reactants needed to synthesize it. The reactants are: [Li]CCCC.[CH3:6][N:7]1[CH:11]=[CH:10][N:9]=[N:8]1.[Cl:12][C:13]1[C:22]2[C:17](=[CH:18][CH:19]=[C:20]([CH:23]([C:25]3[N:29]([CH3:30])[C:28]([CH3:31])=[N:27][CH:26]=3)[OH:24])[CH:21]=2)[N:16]=[C:15]([O:32][CH3:33])[C:14]=1[CH2:34][C:35]1[CH:36]=[N:37][C:38]([C:41]([F:44])([F:43])[F:42])=[CH:39][CH:40]=1. (3) Given the product [ClH:45].[ClH:45].[C:1]([O:9][CH2:10][CH2:11][N:12]1[C:20]2[C:19]([NH:21][C:22]3[CH:23]=[C:24]4[C:28](=[CH:29][CH:30]=3)[N:27]([CH2:31][CH:32]3[CH2:33][CH2:34][NH:35][CH2:36][CH2:37]3)[CH:26]=[CH:25]4)=[N:18][CH:17]=[N:16][C:15]=2[CH:14]=[CH:13]1)(=[O:8])[C:2]1[CH:7]=[CH:6][CH:5]=[CH:4][CH:3]=1, predict the reactants needed to synthesize it. The reactants are: [C:1]([O:9][CH2:10][CH2:11][N:12]1[C:20]2[C:19]([NH:21][C:22]3[CH:23]=[C:24]4[C:28](=[CH:29][CH:30]=3)[N:27]([CH2:31][CH:32]3[CH2:37][CH2:36][N:35](C(OC(C)(C)C)=O)[CH2:34][CH2:33]3)[CH:26]=[CH:25]4)=[N:18][CH:17]=[N:16][C:15]=2[CH:14]=[CH:13]1)(=[O:8])[C:2]1[CH:7]=[CH:6][CH:5]=[CH:4][CH:3]=1.[ClH:45].CO. (4) Given the product [CH3:1][O:2][C:3](=[O:15])[C:4]1[C:5](=[C:10]([NH:20][C:19]2[CH:21]=[CH:22][C:23]([O:25][CH3:26])=[CH:24][C:18]=2[O:17][CH3:16])[CH:11]=[CH:12][CH:13]=1)[C:6]([O:8][CH3:9])=[O:7], predict the reactants needed to synthesize it. The reactants are: [CH3:1][O:2][C:3](=[O:15])[C:4]1[C:5](=[C:10](I)[CH:11]=[CH:12][CH:13]=1)[C:6]([O:8][CH3:9])=[O:7].[CH3:16][O:17][C:18]1[CH:24]=[C:23]([O:25][CH3:26])[CH:22]=[CH:21][C:19]=1[NH2:20].C1C=CC(P(C2C(C3C(P(C4C=CC=CC=4)C4C=CC=CC=4)=CC=C4C=3C=CC=C4)=C3C(C=CC=C3)=CC=2)C2C=CC=CC=2)=CC=1.C(=O)([O-])[O-].[Cs+].[Cs+]. (5) Given the product [I:1][C:2]1[CH:3]=[C:4]2[C:8](=[CH:9][CH:10]=1)[NH:7][C:6](=[O:11])[C:5]2=[N:14][NH:13][C:15](=[O:28])[CH2:16][O:17][C:18]1[CH:27]=[CH:26][C:21]([C:22]([O:24][CH3:25])=[O:23])=[CH:20][CH:19]=1, predict the reactants needed to synthesize it. The reactants are: [I:1][C:2]1[CH:3]=[C:4]2[C:8](=[CH:9][CH:10]=1)[NH:7][C:6](=[O:11])[C:5]2=O.[NH:13]([C:15](=[O:28])[CH2:16][O:17][C:18]1[CH:27]=[CH:26][C:21]([C:22]([O:24][CH3:25])=[O:23])=[CH:20][CH:19]=1)[NH2:14]. (6) Given the product [CH2:13]([N:15]([CH2:16][CH3:17])[C:3]1[CH:4]=[CH:5][C:6]2[N:7]([C:9]([NH2:12])=[N:10][N:11]=2)[N:8]=1)[CH3:14], predict the reactants needed to synthesize it. The reactants are: Br.Cl[C:3]1[CH:4]=[CH:5][C:6]2[N:7]([C:9]([NH2:12])=[N:10][N:11]=2)[N:8]=1.[CH2:13]([NH:15][CH2:16][CH3:17])[CH3:14].